Dataset: Reaction yield outcomes from USPTO patents with 853,638 reactions. Task: Predict the reaction yield, written as a fraction of the theoretical maximum amount of product (1.0 means a 100% yield; for example, 0.34 means a 34% yield). (1) The reactants are CC[N:3](C(C)C)[CH:4]([CH3:6])[CH3:5].[C:10]([O:14][C:15]([N:17]1[CH2:22][CH2:21][N:20]([C:23](=[O:53])[CH2:24][N:25]2[C:30]3[N:31]=[C:32](S(C)=O)[N:33]=[CH:34][C:29]=3[CH:28]=[C:27]([C:38]3[CH:43]=[CH:42][C:41]([C:44]4[CH:49]=[CH:48][CH:47]=[C:46]([CH3:50])[N:45]=4)=[CH:40][C:39]=3[CH3:51])[C:26]2=[O:52])[CH2:19][CH2:18]1)=[O:16])([CH3:13])([CH3:12])[CH3:11].CC(N)C. The catalyst is CC(O)C. The product is [CH:4]([NH:3][C:32]1[N:33]=[CH:34][C:29]2[CH:28]=[C:27]([C:38]3[CH:43]=[CH:42][C:41]([C:44]4[CH:49]=[CH:48][CH:47]=[C:46]([CH3:50])[N:45]=4)=[CH:40][C:39]=3[CH3:51])[C:26](=[O:52])[N:25]([CH2:24][C:23]([N:20]3[CH2:21][CH2:22][N:17]([C:15]([O:14][C:10]([CH3:13])([CH3:12])[CH3:11])=[O:16])[CH2:18][CH2:19]3)=[O:53])[C:30]=2[N:31]=1)([CH3:6])[CH3:5]. The yield is 0.720. (2) The product is [F:1][C:2]1[CH:7]=[CH:6][C:5]2[NH:8][C:9]3[CH2:14][CH2:13][NH:12][C:11](=[O:15])[C:10]=3[C:4]=2[CH:3]=1. The catalyst is CN(C=O)C.C(Cl)Cl.CC([O-])=O.CC([O-])=O.[Cu+2].CC([O-])=O.CC([O-])=O.[Pd+2]. The reactants are [F:1][C:2]1[CH:7]=[CH:6][C:5]([NH:8][C:9]2[CH2:14][CH2:13][NH:12][C:11](=[O:15])[CH:10]=2)=[CH:4][CH:3]=1.CO. The yield is 0.447. (3) The reactants are [CH:1]1([N:7]2[C:12](=[O:13])[CH:11]=[C:10]([OH:14])[N:9]=[C:8]2[C:15]2[C:20]([Cl:21])=[CH:19][CH:18]=[CH:17][C:16]=2[Cl:22])[CH2:6][CH2:5][CH2:4][CH2:3][CH2:2]1.[Cl-].C[Al+]C.CCCCCC.[CH:33]1([NH2:39])CCCCC1.ClC1C=CC=C(Cl)C=1C#N.C(OCC)(=O)[CH2:51][C:52]([O:54]CC)=[O:53].C[O-:62].[Na+].CO. The catalyst is O.COCCO.C1(C)C=CC=CC=1. The product is [CH:1]1([N:7]2[C:12](=[O:13])[C:11]([C:33]([NH:39][CH2:51][C:52]([OH:54])=[O:53])=[O:62])=[C:10]([OH:14])[N:9]=[C:8]2[C:15]2[C:20]([Cl:21])=[CH:19][CH:18]=[CH:17][C:16]=2[Cl:22])[CH2:6][CH2:5][CH2:4][CH2:3][CH2:2]1. The yield is 0.150. (4) The reactants are [CH3:1][O:2][C:3]1[CH:4]=[C:5]([CH2:20][C:21]#[N:22])[C:6]2[O:10][C:9]([C:11]3[CH:16]=[CH:15][C:14]([O:17][CH3:18])=[CH:13][CH:12]=3)=[CH:8][C:7]=2[CH:19]=1.[OH-].[K+].[CH3:25]I.O. The catalyst is CN(C)C=O. The product is [CH3:1][O:2][C:3]1[CH:4]=[C:5]([CH:20]([CH3:25])[C:21]#[N:22])[C:6]2[O:10][C:9]([C:11]3[CH:12]=[CH:13][C:14]([O:17][CH3:18])=[CH:15][CH:16]=3)=[CH:8][C:7]=2[CH:19]=1. The yield is 0.420. (5) The reactants are [C:1]([C:5]1[CH:10]=[CH:9][C:8](N2C(C)=CC=C2C)=[C:7]([N+:18]([O-])=O)[CH:6]=1)([CH3:4])([CH3:3])[CH3:2].CCO[C:24]([CH3:26])=O. The catalyst is [Pd]. The product is [C:1]([C:5]1[CH:10]=[CH:9][C:8]([C:5]2[CH:6]=[C:7]([CH3:8])[NH:18][C:24]=2[CH3:26])=[C:7]([CH:6]=1)[NH2:18])([CH3:2])([CH3:3])[CH3:4]. The yield is 0.990. (6) The reactants are Cl.N[C:3]1[CH:8]=[C:7]([O:9][C:10]2[CH:15]=[CH:14][C:13]([NH:16][C:17]3[N:33]=[CH:32][CH:31]=[CH:30][C:18]=3[C:19]([NH:21][C:22]3[CH:27]=[CH:26][C:25](F)=[CH:24][C:23]=3F)=[O:20])=[CH:12][C:11]=2[F:34])[CH:6]=[CH:5][N:4]=1.Cl.N1C2=NC=CC(OC3C=CC(NC4C([C:59]([NH:61]C5C=CC(F)=CC=5F)=[O:60])=CN=CC=4)=CC=3F)=C2C=C1.[CH2:71](NC(=O)C1C=CC=NC=1Cl)C1C=CC=CC=1. No catalyst specified. The product is [CH2:22]([NH:21][C:19]([C:18]1[C:17]([NH:16][C:13]2[CH:14]=[CH:15][C:10]([O:9][C:7]3[CH:6]=[CH:5][N:4]=[C:3]([C:59]([NH2:61])=[O:60])[CH:8]=3)=[C:11]([F:34])[CH:12]=2)=[N:33][CH:32]=[CH:31][CH:30]=1)=[O:20])[C:23]1[CH:24]=[CH:25][CH:26]=[CH:27][CH:71]=1. The yield is 0.440. (7) The reactants are [NH2:1][C:2]1[CH:7]=[CH:6][C:5]([CH3:8])=[CH:4][C:3]=1[S:9]([NH2:12])(=[O:11])=[O:10].[Br:13][C:14]1[CH:15]=[C:16]([S:20](Cl)(=[O:22])=[O:21])[CH:17]=[CH:18][CH:19]=1. The catalyst is N1C=CC=CC=1. The product is [Br:13][C:14]1[CH:15]=[C:16]([S:20]([NH:1][C:2]2[CH:7]=[CH:6][C:5]([CH3:8])=[CH:4][C:3]=2[S:9]([NH2:12])(=[O:10])=[O:11])(=[O:22])=[O:21])[CH:17]=[CH:18][CH:19]=1. The yield is 0.630. (8) The reactants are [CH2:1]([N:4]1[CH2:9][CH2:8][N:7]([C:10]2[N:15]=[CH:14][C:13]([O:16][S:17]([C:20]3[CH:25]=[CH:24][C:23]([CH:26]([CH3:28])[CH3:27])=[CH:22][CH:21]=3)(=[O:19])=[O:18])=[CH:12][CH:11]=2)[CH2:6][CH2:5]1)[CH:2]=[CH2:3].[H][H]. The catalyst is [Pd].C(OCC)(=O)C. The product is [CH2:1]([N:4]1[CH2:9][CH2:8][N:7]([C:10]2[N:15]=[CH:14][C:13]([O:16][S:17]([C:20]3[CH:21]=[CH:22][C:23]([CH:26]([CH3:27])[CH3:28])=[CH:24][CH:25]=3)(=[O:19])=[O:18])=[CH:12][CH:11]=2)[CH2:6][CH2:5]1)[CH2:2][CH3:3]. The yield is 0.580. (9) The reactants are FC(F)C1NC2C=CC=CC=2N=1.FC(F)C1NC2C=C(O[Si](C(C)(C)C)(C)C)C=CC=2N=1.[F:33][CH:34]([F:70])[C:35]1[N:39]([C:40]2[N:45]=[C:44]([N:46]3[CH2:51][CH2:50][O:49][CH2:48][CH2:47]3)[CH:43]=[C:42]([N:52]3[CH2:57][CH2:56][O:55][CH2:54][CH2:53]3)[N:41]=2)[C:38]2[CH:58]=[CH:59][C:60]([O:62][Si](C(C)(C)C)(C)C)=[CH:61][C:37]=2[N:36]=1.[F-].C([N+](CCCC)(CCCC)CCCC)CCC. The catalyst is C1COCC1.O. The product is [F:70][CH:34]([F:33])[C:35]1[N:39]([C:40]2[N:41]=[C:42]([N:52]3[CH2:53][CH2:54][O:55][CH2:56][CH2:57]3)[CH:43]=[C:44]([N:46]3[CH2:51][CH2:50][O:49][CH2:48][CH2:47]3)[N:45]=2)[C:38]2[CH:58]=[CH:59][C:60]([OH:62])=[CH:61][C:37]=2[N:36]=1. The yield is 0.930.